From a dataset of Peptide-MHC class I binding affinity with 185,985 pairs from IEDB/IMGT. Regression. Given a peptide amino acid sequence and an MHC pseudo amino acid sequence, predict their binding affinity value. This is MHC class I binding data. (1) The peptide sequence is LEMNDAPTA. The MHC is HLA-B51:01 with pseudo-sequence HLA-B51:01. The binding affinity (normalized) is 0.0847. (2) The peptide sequence is KSRCGSLGY. The MHC is HLA-B15:01 with pseudo-sequence HLA-B15:01. The binding affinity (normalized) is 0.476. (3) The MHC is HLA-B15:01 with pseudo-sequence HLA-B15:01. The peptide sequence is HTAEIQQFF. The binding affinity (normalized) is 0.583.